Dataset: Catalyst prediction with 721,799 reactions and 888 catalyst types from USPTO. Task: Predict which catalyst facilitates the given reaction. (1) Reactant: [CH3:1][O:2][C:3]1[CH:10]=[CH:9][C:6]([CH2:7][OH:8])=[CH:5][CH:4]=1.[H-].[Na+].Cl[C:14]1[CH:22]=[CH:21][C:17]([C:18]([OH:20])=[O:19])=[CH:16][N:15]=1.Cl. Product: [CH3:1][O:2][C:3]1[CH:10]=[CH:9][C:6]([CH2:7][O:8][C:14]2[CH:22]=[CH:21][C:17]([C:18]([OH:20])=[O:19])=[CH:16][N:15]=2)=[CH:5][CH:4]=1. The catalyst class is: 18. (2) Reactant: [C:1]1([C:7]2([C:12]3[CH:17]=[CH:16][C:15]([C:18]4[NH:22][C:21]5[CH:23]=[CH:24][C:25]([C:27]([NH2:29])=[O:28])=[CH:26][C:20]=5[N:19]=4)=[CH:14][CH:13]=3)[O:11][CH2:10][CH2:9][O:8]2)[CH:6]=[CH:5][CH:4]=[CH:3][CH:2]=1.[Cl:30]C1C=CC(C2(C3C=CC(C4NC5C=CC(C(O)=O)=CC=5N=4)=CC=3)OCCO2)=CC=1.C(N1C=CN=C1)(N1C=CN=C1)=O.C(=O)(O)[O-].[NH4+].[NH4+].[Cl-]. Product: [Cl:30][C:4]1[CH:3]=[CH:2][C:1]([C:7]2([C:12]3[CH:17]=[CH:16][C:15]([C:18]4[NH:22][C:21]5[CH:23]=[CH:24][C:25]([C:27]([NH2:29])=[O:28])=[CH:26][C:20]=5[N:19]=4)=[CH:14][CH:13]=3)[O:8][CH2:9][CH2:10][O:11]2)=[CH:6][CH:5]=1. The catalyst class is: 3. (3) Product: [Cl:1][C:2]1[CH:11]=[CH:10][C:9]2[CH2:8][CH:7]([CH2:12][CH:13]=[O:32])[N:6]3[C:15]4[CH:16]=[CH:17][CH:18]=[C:19]([F:22])[C:20]=4[CH:21]=[C:5]3[C:4]=2[N:3]=1. Reactant: [Cl:1][C:2]1[CH:11]=[CH:10][C:9]2[CH2:8][CH:7]([CH2:12][C:13]#N)[N:6]3[C:15]4[CH:16]=[CH:17][CH:18]=[C:19]([F:22])[C:20]=4[CH:21]=[C:5]3[C:4]=2[N:3]=1.CC(C[AlH]CC(C)C)C.[OH2:32]. The catalyst class is: 2. (4) Reactant: [F:1][C:2]1[CH:3]=[C:4]([C:35]2[C:36]([C:41]#[N:42])=[CH:37][CH:38]=[CH:39][CH:40]=2)[CH:5]=[CH:6][C:7]=1[CH2:8][C:9]1[C:10](=[O:34])[N:11]([C@H:21]2[CH2:26][CH2:25][C@H:24]([O:27][C@H:28]3[C:32](=[O:33])[CH2:31][O:30][CH2:29]3)[CH2:23][CH2:22]2)[C:12]2[N:13]([N:18]=[CH:19][N:20]=2)[C:14]=1[CH2:15][CH2:16][CH3:17].[CH3:43][Mg]Br.[Cl-].[NH4+]. Product: [F:1][C:2]1[CH:3]=[C:4]([C:35]2[C:36]([C:41]#[N:42])=[CH:37][CH:38]=[CH:39][CH:40]=2)[CH:5]=[CH:6][C:7]=1[CH2:8][C:9]1[C:10](=[O:34])[N:11]([C@H:21]2[CH2:22][CH2:23][C@H:24]([O:27][CH:28]3[C:32]([OH:33])([CH3:43])[CH2:31][O:30][CH2:29]3)[CH2:25][CH2:26]2)[C:12]2[N:13]([N:18]=[CH:19][N:20]=2)[C:14]=1[CH2:15][CH2:16][CH3:17]. The catalyst class is: 7. (5) Reactant: [Cl-].[Cl-].[Cl-].[Ga+3].[NH:5]1[CH:9]=[CH:8][CH:7]=[C:6]1[C:10]([O:12][CH2:13][CH3:14])=[O:11].Cl[C:16]([CH3:19])([CH3:18])[CH3:17].Cl. Product: [C:16]([C:8]1[CH:7]=[C:6]([C:10]([O-:12])=[O:11])[NH:5][CH:9]=1)([CH3:19])([CH3:18])[CH3:17].[C:16]([C:9]1[NH:5][C:6]([C:10]([O:12][CH2:13][CH3:14])=[O:11])=[CH:7][CH:8]=1)([CH3:19])([CH3:18])[CH3:17].[C:16]([C:7]1[CH:8]=[C:9]([C:16]([CH3:19])([CH3:18])[CH3:17])[NH:5][C:6]=1[C:10]([O:12][CH2:13][CH3:14])=[O:11])([CH3:19])([CH3:18])[CH3:17]. The catalyst class is: 534.